From a dataset of Forward reaction prediction with 1.9M reactions from USPTO patents (1976-2016). Predict the product of the given reaction. (1) Given the reactants [OH-].[Na+].[O:3]=[C:4]1[C:8]([C:9]2[CH:14]=[CH:13][C:12]([C:15]([F:18])([F:17])[F:16])=[CH:11][CH:10]=2)=[N:7][C:6]2([CH2:23][CH2:22][CH2:21][CH2:20][CH2:19]2)[N:5]1[CH2:24][C:25]([O:27]CC)=[O:26].O, predict the reaction product. The product is: [O:3]=[C:4]1[C:8]([C:9]2[CH:14]=[CH:13][C:12]([C:15]([F:18])([F:16])[F:17])=[CH:11][CH:10]=2)=[N:7][C:6]2([CH2:23][CH2:22][CH2:21][CH2:20][CH2:19]2)[N:5]1[CH2:24][C:25]([OH:27])=[O:26]. (2) Given the reactants [CH2:1](C(CC)(CC)C([O-])([O-])[O-])[CH3:2].[CH:12]1([N:16]2[CH2:22][CH2:21][C:20]3[CH:23]=[CH:24][C:25]([O:27][C:28]4[N:33]=[CH:32][C:31]([C:34]([NH:36][NH2:37])=[O:35])=[CH:30][CH:29]=4)=[CH:26][C:19]=3[CH2:18][CH2:17]2)[CH2:15][CH2:14][CH2:13]1, predict the reaction product. The product is: [CH:12]1([N:16]2[CH2:22][CH2:21][C:20]3[CH:23]=[CH:24][C:25]([O:27][C:28]4[CH:29]=[CH:30][C:31]([C:34]5[O:35][C:1]([CH3:2])=[N:37][N:36]=5)=[CH:32][N:33]=4)=[CH:26][C:19]=3[CH2:18][CH2:17]2)[CH2:13][CH2:14][CH2:15]1.